Dataset: Catalyst prediction with 721,799 reactions and 888 catalyst types from USPTO. Task: Predict which catalyst facilitates the given reaction. (1) Reactant: [OH:1][C:2]1[C:3]([CH3:36])=[C:4]([CH:29]=[CH:30][C:31]=1[C:32](=[O:35])[CH2:33][CH3:34])[O:5][CH2:6][C:7]1[CH:12]=[CH:11][C:10]([CH:13]([O:22][CH:23]2[CH2:28][CH2:27][CH2:26][CH2:25][O:24]2)[C:14]2[CH:15]=[C:16]([CH:19]=[CH:20][CH:21]=2)[C:17]#N)=[CH:9][CH:8]=1.[OH-:37].[K+].[OH2:39]. Product: [OH:1][C:2]1[C:3]([CH3:36])=[C:4]([CH:29]=[CH:30][C:31]=1[C:32](=[O:35])[CH2:33][CH3:34])[O:5][CH2:6][C:7]1[CH:12]=[CH:11][C:10]([CH:13]([O:22][CH:23]2[CH2:28][CH2:27][CH2:26][CH2:25][O:24]2)[C:14]2[CH:15]=[C:16]([CH:19]=[CH:20][CH:21]=2)[C:17]([OH:39])=[O:37])=[CH:9][CH:8]=1. The catalyst class is: 8. (2) Reactant: [CH2:1]([O:8][C:9]1[CH:14]=[CH:13][C:12]([C:15]2[NH:29][C:18]3=[N:19][C:20]([C:23]4[CH2:24][CH2:25][NH:26][CH2:27][CH:28]=4)=[CH:21][CH:22]=[C:17]3[N:16]=2)=[CH:11][CH:10]=1)[C:2]1[CH:7]=[CH:6][CH:5]=[CH:4][CH:3]=1.CCN(C(C)C)C(C)C.[CH2:39]([S:41](Cl)(=[O:43])=[O:42])[CH3:40].O. Product: [CH2:1]([O:8][C:9]1[CH:14]=[CH:13][C:12]([C:15]2[NH:29][C:18]3=[N:19][C:20]([C:23]4[CH2:24][CH2:25][N:26]([S:41]([CH2:39][CH3:40])(=[O:43])=[O:42])[CH2:27][CH:28]=4)=[CH:21][CH:22]=[C:17]3[N:16]=2)=[CH:11][CH:10]=1)[C:2]1[CH:3]=[CH:4][CH:5]=[CH:6][CH:7]=1. The catalyst class is: 1. (3) Reactant: [F:1][C:2]1[CH:7]=[CH:6][CH:5]=[CH:4][C:3]=1[C@H:8]([O:10][C:11](=[O:26])[NH:12][C:13]1[C:14]([CH3:25])=[N:15][O:16][C:17]=1[C:18]1[CH:23]=[CH:22][C:21](Br)=[CH:20][CH:19]=1)[CH3:9].[CH2:27]([CH:29]([CH2:37][CH2:38][CH2:39][CH3:40])[CH2:30][O:31][C:32](=[O:36])[CH2:33][CH2:34][SH:35])[CH3:28].C(N(C(C)C)CC)(C)C.C1(P(C2C=CC=CC=2)C2C3OC4C(=CC=CC=4P(C4C=CC=CC=4)C4C=CC=CC=4)C(C)(C)C=3C=CC=2)C=CC=CC=1. Product: [CH2:27]([CH:29]([CH2:37][CH2:38][CH2:39][CH3:40])[CH2:30][O:31][C:32](=[O:36])[CH2:33][CH2:34][S:35][C:21]1[CH:22]=[CH:23][C:18]([C:17]2[O:16][N:15]=[C:14]([CH3:25])[C:13]=2[NH:12][C:11]([O:10][C@@H:8]([C:3]2[CH:4]=[CH:5][CH:6]=[CH:7][C:2]=2[F:1])[CH3:9])=[O:26])=[CH:19][CH:20]=1)[CH3:28]. The catalyst class is: 12. (4) Reactant: [OH:1][C@:2]1([C:35]2[CH:43]=[CH:42][C:38]([C:39](O)=[O:40])=[CH:37][C:36]=2[CH2:44][CH2:45][O:46][CH3:47])[CH2:7][CH2:6][N:5]([S:8]([C:11]2[CH:16]=[CH:15][C:14]([CH3:17])=[CH:13][CH:12]=2)(=[O:10])=[O:9])[CH2:4][C@@H:3]1[O:18][CH2:19][C:20]1[CH:21]=[CH:22][C:23]2[O:28][CH2:27][CH2:26][N:25]([CH2:29][CH2:30][CH2:31][O:32][CH3:33])[C:24]=2[CH:34]=1.B.C1COCC1.CO. Product: [OH:40][CH2:39][C:38]1[CH:42]=[CH:43][C:35]([C@@:2]2([OH:1])[CH2:7][CH2:6][N:5]([S:8]([C:11]3[CH:16]=[CH:15][C:14]([CH3:17])=[CH:13][CH:12]=3)(=[O:10])=[O:9])[CH2:4][C@@H:3]2[O:18][CH2:19][C:20]2[CH:21]=[CH:22][C:23]3[O:28][CH2:27][CH2:26][N:25]([CH2:29][CH2:30][CH2:31][O:32][CH3:33])[C:24]=3[CH:34]=2)=[C:36]([CH2:44][CH2:45][O:46][CH3:47])[CH:37]=1. The catalyst class is: 1. (5) Reactant: [CH:1]1([CH2:4][N:5]2[CH2:30][CH2:29][C@:12]34[C:13]5[C:14]6[O:28][C@H:11]3[C@@H:10]([CH2:31]O)[CH2:9][CH2:8][C@@:7]4([OH:33])[C@H:6]2[CH2:19][C:18]=5[CH:17]=[CH:16][C:15]=6[O:20][CH2:21][C:22]2[CH:27]=[CH:26][CH:25]=[CH:24][CH:23]=2)[CH2:3][CH2:2]1.N1C=CC=CC=1.[C:40]1([CH3:50])[CH:45]=[CH:44][C:43]([S:46](Cl)(=[O:48])=[O:47])=[CH:42][CH:41]=1. Product: [CH:1]1([CH2:4][N:5]2[CH2:30][CH2:29][C@:12]34[C:13]5[C:14]6[O:28][C@H:11]3[C@@H:10]([CH2:31][S:46]([C:43]3[CH:44]=[CH:45][C:40]([CH3:50])=[CH:41][CH:42]=3)(=[O:48])=[O:47])[CH2:9][CH2:8][C@@:7]4([OH:33])[C@H:6]2[CH2:19][C:18]=5[CH:17]=[CH:16][C:15]=6[O:20][CH2:21][C:22]2[CH:23]=[CH:24][CH:25]=[CH:26][CH:27]=2)[CH2:3][CH2:2]1. The catalyst class is: 91.